From a dataset of Full USPTO retrosynthesis dataset with 1.9M reactions from patents (1976-2016). Predict the reactants needed to synthesize the given product. The reactants are: OCCCC[C:6]1([OH:12])[CH2:11][CH2:10][CH2:9][CH2:8][CH2:7]1.[Cr](Cl)([O-])(=O)=[O:14].[NH+]1[CH:23]=[CH:22][CH:21]=[CH:20][CH:19]=1. Given the product [CH:19]([CH2:20][CH2:21][CH2:22][CH2:23][C:6]1([OH:12])[CH2:11][CH2:10][CH2:9][CH2:8][CH2:7]1)=[O:14], predict the reactants needed to synthesize it.